From a dataset of Forward reaction prediction with 1.9M reactions from USPTO patents (1976-2016). Predict the product of the given reaction. Given the reactants [CH3:1][S:2]([C:5]1[CH:10]=[CH:9][C:8]([N:11]2[C:15]([C:16]3[CH:21]=[CH:20][CH:19]=[CH:18][CH:17]=3)=[CH:14][N:13]=[CH:12]2)=[CH:7][N:6]=1)(=[O:4])=[O:3].[Cl:22]N1C(=O)CCC1=O, predict the reaction product. The product is: [Cl:22][C:14]1[N:13]=[CH:12][N:11]([C:8]2[CH:9]=[CH:10][C:5]([S:2]([CH3:1])(=[O:4])=[O:3])=[N:6][CH:7]=2)[C:15]=1[C:16]1[CH:17]=[CH:18][CH:19]=[CH:20][CH:21]=1.